From a dataset of Forward reaction prediction with 1.9M reactions from USPTO patents (1976-2016). Predict the product of the given reaction. (1) Given the reactants [O:1]=[C:2]1[NH:6][C:5]2[CH:7]=[CH:8][C:9]([C:11]#[N:12])=[CH:10][C:4]=2[O:3]1.Br[C:14]1[CH:23]=CC2NC(=O)OC=2[CH:15]=1.[Cu]C#N.[C-]#N.[Na+].C(=O)([O-])[O-].[K+].[K+].[I-].[K+].BrCC=C, predict the reaction product. The product is: [CH2:23]([N:6]1[C:5]2[CH:7]=[CH:8][C:9]([C:11]#[N:12])=[CH:10][C:4]=2[O:3][C:2]1=[O:1])[CH:14]=[CH2:15]. (2) Given the reactants C([O:3][C:4](=[O:19])[CH2:5][C:6]([NH:8][C:9]1[CH:14]=[CH:13][C:12]([C:15](=[NH:18])[NH:16]O)=[CH:11][CH:10]=1)=[O:7])C.C([O-])=O.[NH4+], predict the reaction product. The product is: [C:15]([C:12]1[CH:11]=[CH:10][C:9]([NH:8][C:6](=[O:7])[CH2:5][C:4]([OH:19])=[O:3])=[CH:14][CH:13]=1)(=[NH:16])[NH2:18]. (3) Given the reactants C(O)C=C.ClCC1C=C(C=CC=1)C(O)=O.[H-].[Na+].[CH3:18][C:19](=C)[CH2:20][O:21][CH2:22][C:23]1[CH:24]=[C:25]([CH:29]=[CH:30][CH:31]=1)[C:26]([OH:28])=[O:27], predict the reaction product. The product is: [CH2:20]([O:21][CH2:22][C:23]1[CH:24]=[C:25]([CH:29]=[CH:30][CH:31]=1)[C:26]([OH:28])=[O:27])[CH:19]=[CH2:18]. (4) Given the reactants [CH:1]1([CH:7]([C:18]2[CH:22]=[C:21]([C:23]3[CH:28]=[CH:27][C:26]([C:29]([F:32])([F:31])[F:30])=[CH:25][CH:24]=3)[O:20][C:19]=2[CH2:33][CH3:34])[O:8][C:9]2[CH:17]=[CH:16][C:12]([C:13](O)=[O:14])=[CH:11][CH:10]=2)[CH2:6][CH2:5][CH2:4][CH2:3][CH2:2]1.[CH3:35][NH:36][CH2:37][CH2:38][C:39]([O:41]CC)=[O:40], predict the reaction product. The product is: [CH:1]1([CH:7]([C:18]2[CH:22]=[C:21]([C:23]3[CH:28]=[CH:27][C:26]([C:29]([F:32])([F:30])[F:31])=[CH:25][CH:24]=3)[O:20][C:19]=2[CH2:33][CH3:34])[O:8][C:9]2[CH:10]=[CH:11][C:12]([C:13]([N:36]([CH3:35])[CH2:37][CH2:38][C:39]([OH:41])=[O:40])=[O:14])=[CH:16][CH:17]=2)[CH2:6][CH2:5][CH2:4][CH2:3][CH2:2]1. (5) Given the reactants [Cl:1][C:2]1[CH:7]=[CH:6][C:5](F)=[C:4]([N+:9]([O-:11])=[O:10])[CH:3]=1.[NH2:12][CH:13]1[CH2:20][C:16]2([CH2:19][O:18][CH2:17]2)[N:15]([C:21]([O:23][C:24]([CH3:27])([CH3:26])[CH3:25])=[O:22])[CH2:14]1.CCN(CC)CC, predict the reaction product. The product is: [Cl:1][C:2]1[CH:7]=[CH:6][C:5]([NH:12][CH:13]2[CH2:20][C:16]3([CH2:17][O:18][CH2:19]3)[N:15]([C:21]([O:23][C:24]([CH3:27])([CH3:26])[CH3:25])=[O:22])[CH2:14]2)=[C:4]([N+:9]([O-:11])=[O:10])[CH:3]=1. (6) Given the reactants [CH2:1]([N:8]1[CH:16]=[N:15][C:14]2[C:9]1=[N:10][CH:11]=[N:12][C:13]=2[NH2:17])[C:2]1[CH:7]=[CH:6][CH:5]=[CH:4][CH:3]=1.[Br:18]Br, predict the reaction product. The product is: [CH2:1]([N:8]1[C:16]([Br:18])=[N:15][C:14]2[C:9]1=[N:10][CH:11]=[N:12][C:13]=2[NH2:17])[C:2]1[CH:7]=[CH:6][CH:5]=[CH:4][CH:3]=1. (7) Given the reactants ClS([N:5]=[C:6]=O)(=O)=O.[C:8]([O:12][C:13]([NH:15][N:16]1[CH:20]=[CH:19][CH:18]=[C:17]1[CH:21]1[CH2:24][N:23]([C:25]([O:27][CH2:28][C:29]2[CH:34]=[CH:33][CH:32]=[CH:31][CH:30]=2)=[O:26])[CH2:22]1)=[O:14])([CH3:11])([CH3:10])[CH3:9].CN(C=O)C, predict the reaction product. The product is: [C:8]([O:12][C:13]([NH:15][N:16]1[C:20]([C:6]#[N:5])=[CH:19][CH:18]=[C:17]1[CH:21]1[CH2:22][N:23]([C:25]([O:27][CH2:28][C:29]2[CH:34]=[CH:33][CH:32]=[CH:31][CH:30]=2)=[O:26])[CH2:24]1)=[O:14])([CH3:11])([CH3:9])[CH3:10].